Dataset: Forward reaction prediction with 1.9M reactions from USPTO patents (1976-2016). Task: Predict the product of the given reaction. Given the reactants [CH3:1][N:2]1[C:10]2[C:9]([O:11][C:12]3[CH:13]=[C:14]([CH:18]=[CH:19][CH:20]=3)[C:15]([OH:17])=O)=[N:8][CH:7]=[N:6][C:5]=2[CH:4]=[CH:3]1.Cl.C(N=C=NCCCN(C)C)C.O[N:34]1[C:38]2[CH:39]=[CH:40][CH:41]=[CH:42][C:37]=2N=N1.NC1C=CC=CC=1, predict the reaction product. The product is: [CH3:1][N:2]1[C:10]2[C:9]([O:11][C:12]3[CH:13]=[C:14]([CH:18]=[CH:19][CH:20]=3)[C:15]([NH:34][C:38]3[CH:39]=[CH:40][CH:41]=[CH:42][CH:37]=3)=[O:17])=[N:8][CH:7]=[N:6][C:5]=2[CH:4]=[CH:3]1.